From a dataset of Experimentally validated miRNA-target interactions with 360,000+ pairs, plus equal number of negative samples. Binary Classification. Given a miRNA mature sequence and a target amino acid sequence, predict their likelihood of interaction. (1) The miRNA is hsa-miR-3152-5p with sequence AUUGCCUCUGUUCUAACACAAG. The protein sequence of the target gene is MPFYRRTVVPQRLCPRNPPQQLAELRDVSHLAALSLLRQLADLCGHSLALLEDLEGHLLALGRRTDSLYRRTVRLRRRLPCRLLGPEEDEEELAAANSGRENATATAHSRSSWRQPVNVFLSSGRPPSVEELLREAQLNLQSLLQEEYEEQYSEARLVGQTFRSSDEATKPTPNPRPQSARRLEFILMPTKRQLSEDETTTQGVRAPEASLSLSTTADKQTAWNSLFPLPILEEKRWPQLCSTQSDIVPINISGQQFDKHASLRHSLFNTETAVNPKSTLRRRRTIIGFSNFSQRDQGHS.... Result: 0 (no interaction). (2) Result: 0 (no interaction). The miRNA is hsa-miR-320b with sequence AAAAGCUGGGUUGAGAGGGCAA. The protein sequence of the target gene is MEGGCGSQWKAAGFLFCVMVFASAERPVFTNHFLVELHKDGEEEARQVAAEHGFGVRKLPFAEGLYHFYHNGLAKAKRRRSLHHKRQLERDPRIKMALQQEGFDRKKRGYRDINEIDINMNDPLFTKQWYLFNTGQADGTPGLDLNVAEAWELGYTGKGVTIGIMDDGIDYLHPDLAYNYNADASYDFSSNDPYPYPRYTDDWFNSHGTRCAGEVSAAASNNICGVGVAYNSKVAGIRMLDQPFMTDIIEASSISHMPQLIDIYSASWGPTDNGKTVDGPRELTLQAMADGVNKGRGGKG.... (3) The protein sequence of the target gene is MGRAWGLLVGLLGVVWLLRLGHGEERRPETAAQRCFCQVSGYLDDCTCDVETIDKFNNYRLFPRLQKLLESDYFRYYKVNLKKPCPFWNDINQCGRRDCAVKPCHSDEVPDGIKSASYKYSEEANRIEECEQAERLGAVDESLSEETQKAVLQWTKHDDSSDSFCEIDDIQSPDAEYVDLLLNPERYTGYKGPDAWRIWSVIYEENCFKPQTIQRPLASGRGKSKENTFYNWLEGLCVEKRAFYRLISGLHASINVHLSARYLLQDTWLEKKWGHNVTEFQQRFDGILTEGEGPRRLRNL.... Result: 1 (interaction). The miRNA is mmu-miR-3062-5p with sequence GGAGAAUGUAGUGUUACCGUGA. (4) The miRNA is hsa-miR-5088-5p with sequence CAGGGCUCAGGGAUUGGAUGGAGG. The protein sequence of the target gene is MSGESGQPEAGPSHAGLDWPNPERNRAGVPGGVIRRAGSQGPRSWIQKVLEQIMDSPRQCVTPSEVVPVTVLAVQRYLLEDEPRDTVPKPPLYCYDVTISDGVYQEKCYLDPSLNSLVYQNILKVGIQMRISRVSCLYNEKRIGQGILCIDNVHCGETSDSISLETPFRNRAHQEKPERPLRGGKSHYLALWNNEDPYGDIWLTDKQPEEHNFSDTKIISLSHLEMTWTNRRNFPALLVRILHKSKLRYYGKPDKKMIEPYQTFLEVADSSGTVSVIMWNALCPEWYKSLRVGLVLLLQD.... Result: 0 (no interaction).